From a dataset of CYP2C19 inhibition data for predicting drug metabolism from PubChem BioAssay. Regression/Classification. Given a drug SMILES string, predict its absorption, distribution, metabolism, or excretion properties. Task type varies by dataset: regression for continuous measurements (e.g., permeability, clearance, half-life) or binary classification for categorical outcomes (e.g., BBB penetration, CYP inhibition). Dataset: cyp2c19_veith. (1) The compound is O=C(NCC1COc2ccccc2O1)C1CCN(S(=O)(=O)c2cccc3nsnc23)CC1. The result is 1 (inhibitor). (2) The molecule is COc1cc2c(c(OC)c1OC)-c1ccc(OC)c(=O)cc1[C@H](NC(C)=O)CC2. The result is 0 (non-inhibitor). (3) The result is 1 (inhibitor). The drug is CCOC(=O)c1c(NC(=O)Cn2cc([N+](=O)[O-])cn2)sc2c1CCC2. (4) The drug is CCc1cc(C(N)=S)ccn1. The result is 0 (non-inhibitor). (5) The molecule is Br.CCOc1ccc2c(c1)nc(SCC(=O)c1ccc(Br)s1)n2C. The result is 1 (inhibitor). (6) The compound is CN(C)[C@@H]1C(=O)C(C(N)=O)=C(O)[C@]2(O)C(=O)C3=C(O)c4c(O)cccc4[C@](C)(O)[C@H]3C[C@@H]12.CS(=O)(=O)O. The result is 0 (non-inhibitor). (7) The compound is COc1ccc(C(=O)N2CCC3(CCCN(c4cccc(-c5ccccc5)c4)C3)CC2)cc1. The result is 1 (inhibitor). (8) The molecule is Cc1[nH]c(=O)c(C(=O)/C=C/c2ccccc2F)c2c1CCCC2. The result is 1 (inhibitor). (9) The drug is Cc1cc(C)c(S(=O)(=O)Nc2ccccc2C(F)(F)F)c(C)c1. The result is 1 (inhibitor). (10) The compound is O=C(Oc1ccccc1N1C(=O)C2CCCCC2C1=O)c1ccccc1. The result is 1 (inhibitor).